Task: Predict the reaction yield, written as a fraction of the theoretical maximum amount of product (1.0 means a 100% yield; for example, 0.34 means a 34% yield).. Dataset: Reaction yield outcomes from USPTO patents with 853,638 reactions (1) The reactants are Cl[C:2]1[CH:10]=[C:9](Cl)[CH:8]=[C:7]2[C:3]=1[CH:4]=[C:5]([C:13]([O:15]CC)=O)[N:6]2[CH3:12].[CH3:18][NH2:19].CO. No catalyst specified. The product is [CH3:18][NH:19][C:13]([C:5]1[N:6]([CH3:12])[C:7]2[C:3]([CH:4]=1)=[CH:2][CH:10]=[CH:9][CH:8]=2)=[O:15]. The yield is 0.990. (2) The reactants are [NH2:1][C:2]1[N:7]=[CH:6][N:5]=[C:4]2[N:8]([CH:12]([C:14]3[O:15][C:16]4[C:21]([C:22](=[O:31])[C:23]=3[C:24]3[CH:29]=[CH:28][CH:27]=[C:26]([F:30])[CH:25]=3)=[CH:20][CH:19]=[CH:18][CH:17]=4)[CH3:13])[N:9]=[C:10](I)[C:3]=12.[NH:32]1[C:40]2[C:35](=[CH:36][C:37](B3OC(C)(C)C(C)(C)O3)=[CH:38][CH:39]=2)[CH:34]=[CH:33]1.C(=O)([O-])[O-].[Na+].[Na+].ClCCl. The product is [NH2:1][C:2]1[N:7]=[CH:6][N:5]=[C:4]2[N:8]([CH:12]([C:14]3[O:15][C:16]4[C:21]([C:22](=[O:31])[C:23]=3[C:24]3[CH:29]=[CH:28][CH:27]=[C:26]([F:30])[CH:25]=3)=[CH:20][CH:19]=[CH:18][CH:17]=4)[CH3:13])[N:9]=[C:10]([C:37]3[CH:36]=[C:35]4[C:40](=[CH:39][CH:38]=3)[NH:32][CH:33]=[CH:34]4)[C:3]=12. The yield is 0.130. The catalyst is CN(C=O)C.C(O)C.O. (3) The reactants are [CH3:1][NH:2][CH3:3].O.Cl[C:6]1[N:11]=[C:10]([NH2:12])[CH:9]=[CH:8][N:7]=1. The catalyst is CN(C)C=O. The product is [CH3:1][N:2]([CH3:3])[C:6]1[N:11]=[C:10]([NH2:12])[CH:9]=[CH:8][N:7]=1. The yield is 0.910.